Dataset: Merck oncology drug combination screen with 23,052 pairs across 39 cell lines. Task: Regression. Given two drug SMILES strings and cell line genomic features, predict the synergy score measuring deviation from expected non-interaction effect. (1) Cell line: UWB1289. Synergy scores: synergy=-37.0. Drug 1: O=S1(=O)NC2(CN1CC(F)(F)F)C1CCC2Cc2cc(C=CCN3CCC(C(F)(F)F)CC3)ccc2C1. Drug 2: COC1=C2CC(C)CC(OC)C(O)C(C)C=C(C)C(OC(N)=O)C(OC)C=CC=C(C)C(=O)NC(=CC1=O)C2=O. (2) Drug 1: CS(=O)(=O)CCNCc1ccc(-c2ccc3ncnc(Nc4ccc(OCc5cccc(F)c5)c(Cl)c4)c3c2)o1. Drug 2: O=C(O)C1(Cc2cccc(Nc3nccs3)n2)CCC(Oc2cccc(Cl)c2F)CC1. Cell line: NCIH1650. Synergy scores: synergy=8.65. (3) Drug 1: CC1CC2C3CCC4=CC(=O)C=CC4(C)C3(F)C(O)CC2(C)C1(O)C(=O)CO. Drug 2: Cn1c(=O)n(-c2ccc(C(C)(C)C#N)cc2)c2c3cc(-c4cnc5ccccc5c4)ccc3ncc21. Cell line: OV90. Synergy scores: synergy=13.8. (4) Drug 1: COC1CC2CCC(C)C(O)(O2)C(=O)C(=O)N2CCCCC2C(=O)OC(C(C)CC2CCC(OP(C)(C)=O)C(OC)C2)CC(=O)C(C)C=C(C)C(O)C(OC)C(=O)C(C)CC(C)C=CC=CC=C1C. Drug 2: NC1CCCCC1N.O=C(O)C(=O)O.[Pt+2]. Cell line: A2058. Synergy scores: synergy=3.37. (5) Drug 1: CC1CC2C3CCC4=CC(=O)C=CC4(C)C3(F)C(O)CC2(C)C1(O)C(=O)CO. Drug 2: CC1(c2nc3c(C(N)=O)cccc3[nH]2)CCCN1. Cell line: MSTO. Synergy scores: synergy=-11.8. (6) Drug 1: O=C(O)C1(Cc2cccc(Nc3nccs3)n2)CCC(Oc2cccc(Cl)c2F)CC1. Drug 2: CNC(=O)c1cc(Oc2ccc(NC(=O)Nc3ccc(Cl)c(C(F)(F)F)c3)cc2)ccn1. Cell line: RPMI7951. Synergy scores: synergy=-8.65. (7) Drug 1: O=C(CCCCCCC(=O)Nc1ccccc1)NO. Drug 2: CCc1c2c(nc3ccc(O)cc13)-c1cc3c(c(=O)n1C2)COC(=O)C3(O)CC. Cell line: KPL1. Synergy scores: synergy=7.44.